Task: Predict the reactants needed to synthesize the given product.. Dataset: Full USPTO retrosynthesis dataset with 1.9M reactions from patents (1976-2016) The reactants are: C[O:2][C:3]([C:5]1[S:9][C:8]([N:10]2[C:14]3[CH:15]=[C:16]([O:21][CH3:22])[C:17]([O:19][CH3:20])=[CH:18][C:13]=3[N:12]=[CH:11]2)=[N:7][C:6]=1Br)=[O:4].[CH3:24][N:25]1[C:33]2[C:28](=[CH:29][C:30](B(O)O)=[CH:31][CH:32]=2)[CH:27]=[CH:26]1. Given the product [CH3:20][O:19][C:17]1[C:16]([O:21][CH3:22])=[CH:15][C:14]2[N:10]([C:8]3[S:9][C:5]([C:3]([OH:2])=[O:4])=[C:6]([C:30]4[CH:29]=[C:28]5[C:33](=[CH:32][CH:31]=4)[N:25]([CH3:24])[CH:26]=[CH:27]5)[N:7]=3)[CH:11]=[N:12][C:13]=2[CH:18]=1, predict the reactants needed to synthesize it.